From a dataset of Full USPTO retrosynthesis dataset with 1.9M reactions from patents (1976-2016). Predict the reactants needed to synthesize the given product. (1) Given the product [Cl:11][C:12]1[CH:13]=[N:14][CH:15]=[C:16]([O:18][C:2]2[CH:7]=[CH:6][C:5]([N+:8]([O-:10])=[O:9])=[CH:4][CH:3]=2)[CH:17]=1, predict the reactants needed to synthesize it. The reactants are: F[C:2]1[CH:7]=[CH:6][C:5]([N+:8]([O-:10])=[O:9])=[CH:4][CH:3]=1.[Cl:11][C:12]1[CH:13]=[N:14][CH:15]=[C:16]([OH:18])[CH:17]=1. (2) Given the product [CH3:6][N:7]1[C:11]([CH:12]([C:13]2[CH:18]=[CH:17][CH:16]=[CH:15][CH:14]=2)[OH:19])=[CH:10][CH:9]=[N:8]1, predict the reactants needed to synthesize it. The reactants are: C([Li])CCC.[CH3:6][N:7]1[CH:11]=[CH:10][CH:9]=[N:8]1.[CH:12](=[O:19])[C:13]1[CH:18]=[CH:17][CH:16]=[CH:15][CH:14]=1.[Cl-].[NH4+].